This data is from Forward reaction prediction with 1.9M reactions from USPTO patents (1976-2016). The task is: Predict the product of the given reaction. Given the reactants [C:1]([C:4]1([C:7]2[CH:41]=[CH:40][CH:39]=[CH:38][C:8]=2[CH2:9][CH2:10][C:11]2[C:16]([CH3:17])=[CH:15][N:14]=[C:13]([NH:18][C:19]3[CH:20]=[CH:21][C:22]([CH:25]4[CH2:30][CH2:29][N:28](C(OC(C)(C)C)=O)[CH2:27][CH2:26]4)=[N:23][CH:24]=3)[N:12]=2)[CH2:6][CH2:5]1)(=[O:3])[NH2:2].C(O)(C(F)(F)F)=O.C([O-])(O)=O.[Na+].[OH-].[Na+], predict the reaction product. The product is: [CH3:17][C:16]1[C:11]([CH2:10][CH2:9][C:8]2[CH:38]=[CH:39][CH:40]=[CH:41][C:7]=2[C:4]2([C:1]([NH2:2])=[O:3])[CH2:6][CH2:5]2)=[N:12][C:13]([NH:18][C:19]2[CH:24]=[N:23][C:22]([CH:25]3[CH2:30][CH2:29][NH:28][CH2:27][CH2:26]3)=[CH:21][CH:20]=2)=[N:14][CH:15]=1.